From a dataset of Forward reaction prediction with 1.9M reactions from USPTO patents (1976-2016). Predict the product of the given reaction. (1) Given the reactants [F:1][C:2]1[C:7]([O:8][CH3:9])=[CH:6][C:5]([O:10][CH3:11])=[C:4]([F:12])[C:3]=1[N:13]1[CH2:18][C:17]2[CH:19]=[N:20][C:21]3[N:25](CC4C=CC(OC)=CC=4)[N:24]=[CH:23][C:22]=3[C:16]=2[N:15]([CH3:35])[C:14]1=[O:36], predict the reaction product. The product is: [F:12][C:4]1[C:5]([O:10][CH3:11])=[CH:6][C:7]([O:8][CH3:9])=[C:2]([F:1])[C:3]=1[N:13]1[CH2:18][C:17]2[CH:19]=[N:20][C:21]3[NH:25][N:24]=[CH:23][C:22]=3[C:16]=2[N:15]([CH3:35])[C:14]1=[O:36]. (2) Given the reactants Br[C:2]1[C:3]([O:23][CH3:24])=[CH:4][C:5]2[N:11]([CH2:12][CH3:13])[C:10](=[O:14])[CH:9]([C:15]([O:17][C:18]([CH3:21])([CH3:20])[CH3:19])=[O:16])[CH2:8][CH2:7][C:6]=2[CH:22]=1.[NH:25]1[CH2:30][CH2:29][NH:28][CH2:27][CH2:26]1.C1C=CC(P(C2C(C3C(P(C4C=CC=CC=4)C4C=CC=CC=4)=CC=C4C=3C=CC=C4)=C3C(C=CC=C3)=CC=2)C2C=CC=CC=2)=CC=1.CC(C)([O-])C.[Na+], predict the reaction product. The product is: [C:18]([O:17][C:15]([CH:9]1[CH2:8][CH2:7][C:6]2[CH:22]=[C:2]([N:25]3[CH2:30][CH2:29][NH:28][CH2:27][CH2:26]3)[C:3]([O:23][CH3:24])=[CH:4][C:5]=2[N:11]([CH2:12][CH3:13])[C:10]1=[O:14])=[O:16])([CH3:21])([CH3:20])[CH3:19]. (3) Given the reactants [F:1][C:2]([F:7])([F:6])[C:3]([OH:5])=[O:4].FC(F)(F)C(O)=O.[Cl:15][C:16]1[CH:17]=[N:18][C:19]2[NH:20][C:21]3[CH:22]=[CH:23][CH:24]=[C:25]([CH:45]=3)[CH2:26][CH2:27][C:28]3[CH:36]=[C:32]([NH:33][C:34]=1[N:35]=2)[CH:31]=[CH:30][C:29]=3[NH:37][C:38]([C@@H:40]1[CH2:44][CH2:43][NH:42][CH2:41]1)=[O:39].[C:46](Cl)(=[O:53])[C:47]1[CH:52]=[CH:51][CH:50]=[CH:49][CH:48]=1, predict the reaction product. The product is: [F:1][C:2]([F:7])([F:6])[C:3]([OH:5])=[O:4].[C:46]([N:42]1[CH2:43][CH2:44][C@@H:40]([C:38]([NH:37][C:29]2[CH:30]=[CH:31][C:32]3[NH:33][C:34]4[N:35]=[C:19]([NH:20][C:21]5[CH:22]=[CH:23][CH:24]=[C:25]([CH:45]=5)[CH2:26][CH2:27][C:28]=2[CH:36]=3)[N:18]=[CH:17][C:16]=4[Cl:15])=[O:39])[CH2:41]1)(=[O:53])[C:47]1[CH:52]=[CH:51][CH:50]=[CH:49][CH:48]=1. (4) The product is: [F:13][C:14]1[CH:19]=[CH:18][C:17]([NH:20][C:21]([CH:10]2[C:4](=[O:3])[CH:5]3[CH2:12][CH:8]([CH2:7][CH2:6]3)[C:9]2=[O:11])=[O:22])=[CH:16][C:15]=1[C:23]([F:24])([F:25])[F:26]. Given the reactants [H-].[Na+].[O:3]=[C:4]1[CH2:10][C:9](=[O:11])[CH:8]2[CH2:12][CH:5]1[CH2:6][CH2:7]2.[F:13][C:14]1[CH:19]=[CH:18][C:17]([N:20]=[C:21]=[O:22])=[CH:16][C:15]=1[C:23]([F:26])([F:25])[F:24], predict the reaction product. (5) Given the reactants [Si]([O:8][CH2:9][CH2:10][S:11][C:12]1[C:21]2[C:16](=[CH:17][CH:18]=[C:19]([F:22])[CH:20]=2)[N:15]=[C:14]([CH:23]([N:25]2[C:33](=[O:34])[C:32]3[C:27](=[CH:28][CH:29]=[CH:30][CH:31]=3)[C:26]2=[O:35])[CH3:24])[C:13]=1[C:36]1[CH:41]=[CH:40][CH:39]=[CH:38][CH:37]=1)(C(C)(C)C)(C)C.[OH:42]OS([O-])=O.[K+], predict the reaction product. The product is: [F:22][C:19]1[CH:20]=[C:21]2[C:16](=[CH:17][CH:18]=1)[N:15]=[C:14]([CH:23]([N:25]1[C:33](=[O:34])[C:32]3[C:27](=[CH:28][CH:29]=[CH:30][CH:31]=3)[C:26]1=[O:35])[CH3:24])[C:13]([C:36]1[CH:37]=[CH:38][CH:39]=[CH:40][CH:41]=1)=[C:12]2[S:11]([CH2:10][CH2:9][OH:8])=[O:42]. (6) The product is: [Br:1][C:2]1[CH:3]=[C:4]2[C:8](=[CH:9][CH:10]=1)[NH:7][C:6]([N:51]([CH2:50][C:49]1[CH:52]=[CH:53][CH:54]=[C:47]([F:46])[CH:48]=1)[C:44]([NH2:41])=[O:29])=[C:5]2[S:14]([N:17]1[CH2:21][CH2:20][CH2:19][CH2:18]1)(=[O:16])=[O:15]. Given the reactants [Br:1][C:2]1[CH:3]=[C:4]2[C:8](=[CH:9][CH:10]=1)[NH:7][C:6](C(O)=O)=[C:5]2[S:14]([N:17]1[CH2:21][CH2:20][CH2:19][CH2:18]1)(=[O:16])=[O:15].C1(P(N=[N+]=[N-])(C2C=CC=CC=2)=[O:29])C=CC=CC=1.C([N:41]([CH2:44]C)CC)C.[F:46][C:47]1[CH:48]=[C:49]([CH:52]=[CH:53][CH:54]=1)[CH2:50][NH2:51], predict the reaction product. (7) Given the reactants C(OC([N:8]1[C:16]2[C:11](=[CH:12][CH:13]=[CH:14][CH:15]=2)[C:10]([CH2:17][C:18]2[CH:23]=[CH:22][C:21]([CH2:24][CH3:25])=[CH:20][CH:19]=2)=[N:9]1)=O)(C)(C)C.C[O-].[Na+].C(O)(=O)CC(CC(O)=O)(C(O)=O)O, predict the reaction product. The product is: [CH2:24]([C:21]1[CH:20]=[CH:19][C:18]([CH2:17][C:10]2[C:11]3[C:16](=[CH:15][CH:14]=[CH:13][CH:12]=3)[NH:8][N:9]=2)=[CH:23][CH:22]=1)[CH3:25]. (8) Given the reactants [NH2:1][C:2]1[CH:3]=[C:4]([C:8]2[C:17]3[C:12](=[C:13]([C:18]([F:21])([F:20])[F:19])[CH:14]=[CH:15][CH:16]=3)[N:11]=[CH:10][C:9]=2[C:22]([C:24]2[CH:29]=[CH:28][CH:27]=[CH:26][CH:25]=2)=[O:23])[CH:5]=[CH:6][CH:7]=1.[C:30]1([CH2:36][C:37](Cl)=[O:38])[CH:35]=[CH:34][CH:33]=[CH:32][CH:31]=1, predict the reaction product. The product is: [C:22]([C:9]1[CH:10]=[N:11][C:12]2[C:17]([C:8]=1[C:4]1[CH:3]=[C:2]([NH:1][C:37](=[O:38])[CH2:36][C:30]3[CH:35]=[CH:34][CH:33]=[CH:32][CH:31]=3)[CH:7]=[CH:6][CH:5]=1)=[CH:16][CH:15]=[CH:14][C:13]=2[C:18]([F:21])([F:19])[F:20])(=[O:23])[C:24]1[CH:25]=[CH:26][CH:27]=[CH:28][CH:29]=1. (9) Given the reactants C(O[C:6]([CH:8]([CH2:16][CH3:17])[CH2:9][CH2:10][CH2:11][CH2:12][CH2:13][CH2:14]C)=O)(C)(C)C.[OH2:18].[OH2:19].[OH2:20].O.O.O.O.[Cl-].[Cl-].[Cl-].[Ce+3].[I-].[Na+].C[C:32]#[N:33], predict the reaction product. The product is: [C:8]([O:18][C:32]([N:33]1[CH2:6][CH:8]2[CH:16]([CH:17]=[O:20])[CH:13]([CH2:12][CH2:11][CH2:10][CH2:9]2)[CH2:14]1)=[O:19])([CH3:16])([CH3:9])[CH3:6].